Task: Predict which catalyst facilitates the given reaction.. Dataset: Catalyst prediction with 721,799 reactions and 888 catalyst types from USPTO (1) Reactant: [CH:1]([C:3]1[CH:4]=[N:5][C:6]2[C:11]([CH:12]=1)=[CH:10][CH:9]=[C:8]([NH:13][C:14]([C:16]1[C:17]([C:22]3[CH:27]=[CH:26][C:25]([C:28]([F:31])([F:30])[F:29])=[CH:24][CH:23]=3)=[CH:18][CH:19]=[CH:20][CH:21]=1)=[O:15])[CH:7]=2)=[O:2].P([O-])(O)(O)=[O:33].[K+].Cl([O-])=O.[Na+].S([O-])([O-])=O.[Na+].[Na+].Cl. Product: [F:30][C:28]([F:31])([F:29])[C:25]1[CH:24]=[CH:23][C:22]([C:17]2[C:16]([C:14]([NH:13][C:8]3[CH:7]=[C:6]4[C:11]([CH:12]=[C:3]([C:1]([OH:33])=[O:2])[CH:4]=[N:5]4)=[CH:10][CH:9]=3)=[O:15])=[CH:21][CH:20]=[CH:19][CH:18]=2)=[CH:27][CH:26]=1. The catalyst class is: 10. (2) Reactant: [F:1][C:2]([F:13])([F:12])[C:3]1[CH:4]=[C:5]([N:9]=[C:10]=[S:11])[CH:6]=[CH:7][CH:8]=1.[C:14]1([NH2:21])[CH:19]=[CH:18][CH:17]=[CH:16][C:15]=1[NH2:20]. Product: [NH2:20][C:15]1[CH:16]=[CH:17][CH:18]=[CH:19][C:14]=1[NH:21][C:10]([NH:9][C:5]1[CH:6]=[CH:7][CH:8]=[C:3]([C:2]([F:12])([F:1])[F:13])[CH:4]=1)=[S:11]. The catalyst class is: 48. (3) Reactant: [C:1]([O:5][C:6](=[O:12])[C@H:7]1[CH2:11][CH2:10][CH2:9][NH:8]1)([CH3:4])([CH3:3])[CH3:2].C(N(CC)CC)C.[C:20](Cl)(=[O:23])[CH:21]=[CH2:22]. Product: [C:1]([O:5][C:6]([C@H:7]1[CH2:11][CH2:10][CH2:9][N:8]1[C:20](=[O:23])[CH:21]=[CH2:22])=[O:12])([CH3:4])([CH3:2])[CH3:3]. The catalyst class is: 4. (4) Reactant: [C:1]([C:3]1[CH:8]=[CH:7][CH:6]=[CH:5][C:4]=1[C:9]1[CH:14]=[CH:13][C:12]([CH2:15][C:16]2[C:17](=[O:39])[N:18]([C@H:29]3[CH2:32][C@H:31]([C:33](N(OC)C)=[O:34])[CH2:30]3)[C:19]3[N:20]([N:25]=[C:26]([CH3:28])[N:27]=3)[C:21]=2[CH2:22][CH2:23][CH3:24])=[C:11]([F:40])[CH:10]=1)#[N:2].[CH3:41][Mg]Br.O1CCCC1. Product: [C:33]([C@H:31]1[CH2:32][C@H:29]([N:18]2[C:17](=[O:39])[C:16]([CH2:15][C:12]3[CH:13]=[CH:14][C:9]([C:4]4[C:3]([C:1]#[N:2])=[CH:8][CH:7]=[CH:6][CH:5]=4)=[CH:10][C:11]=3[F:40])=[C:21]([CH2:22][CH2:23][CH3:24])[N:20]3[N:25]=[C:26]([CH3:28])[N:27]=[C:19]23)[CH2:30]1)(=[O:34])[CH3:41]. The catalyst class is: 627. (5) The catalyst class is: 4. Reactant: [CH2:1]([O:3][C:4](=[O:20])[C:5]1[CH:17]=[C:16]([CH2:18][OH:19])[CH:15]=[C:7]([C:8]([N:10]([CH3:14])[CH2:11][CH2:12][CH3:13])=[O:9])[CH:6]=1)[CH3:2].[Cl-].CS(C)=O.C(N(CC)CC)C. Product: [CH2:1]([O:3][C:4](=[O:20])[C:5]1[CH:17]=[C:16]([CH:18]=[O:19])[CH:15]=[C:7]([C:8]([N:10]([CH3:14])[CH2:11][CH2:12][CH3:13])=[O:9])[CH:6]=1)[CH3:2]. (6) Reactant: [Cl:1][C:2]1[N:7]=[C:6]([NH:8][NH:9][C:10](=[O:30])[C@H:11]([CH2:24][CH:25]2[CH2:29][CH2:28][CH2:27][CH2:26]2)[CH2:12][N:13]([O:16]CC2C=CC=CC=2)[CH:14]=[O:15])[C:5]([F:31])=[C:4]([N:32]2[CH2:37][C@@H:36]3[CH2:38][C@H:33]2[CH2:34][N:35]3[CH3:39])[N:3]=1. Product: [Cl:1][C:2]1[N:7]=[C:6]([NH:8][NH:9][C:10](=[O:30])[C@H:11]([CH2:24][CH:25]2[CH2:26][CH2:27][CH2:28][CH2:29]2)[CH2:12][N:13]([OH:16])[CH:14]=[O:15])[C:5]([F:31])=[C:4]([N:32]2[CH2:37][C@@H:36]3[CH2:38][C@H:33]2[CH2:34][N:35]3[CH3:39])[N:3]=1. The catalyst class is: 5. (7) Reactant: [CH2:1]([O:8][C:9]1[CH:17]=[CH:16][CH:15]=[C:11]([C:12]([OH:14])=O)[C:10]=1[C:18]([OH:20])=O)[C:2]1[CH:7]=[CH:6][CH:5]=[CH:4][CH:3]=1.Cl.[NH2:22][CH:23]1[CH2:29][CH2:28][C:27](=[O:30])[NH:26][C:24]1=[O:25]. Product: [CH2:1]([O:8][C:9]1[CH:17]=[CH:16][CH:15]=[C:11]2[C:10]=1[C:18](=[O:20])[N:22]([CH:23]1[CH2:29][CH2:28][C:27](=[O:30])[NH:26][C:24]1=[O:25])[C:12]2=[O:14])[C:2]1[CH:3]=[CH:4][CH:5]=[CH:6][CH:7]=1. The catalyst class is: 17.